This data is from Full USPTO retrosynthesis dataset with 1.9M reactions from patents (1976-2016). The task is: Predict the reactants needed to synthesize the given product. (1) Given the product [C:1]([C@H:3]([CH3:27])[CH2:4][CH2:5][CH2:6][CH2:7][N:8]1[C:16](=[O:17])[C:15]2[N:14]3[CH2:18][CH2:19][NH:20][C:13]3=[N:12][C:11]=2[N:10]([CH3:25])[C:9]1=[O:26])#[N:2], predict the reactants needed to synthesize it. The reactants are: [C:1]([C@H:3]([CH3:27])[CH2:4][CH2:5][CH2:6][CH2:7][N:8]1[C:16](=[O:17])[C:15]2[N:14]3[CH2:18][CH2:19][N:20](COCC)[C:13]3=[N:12][C:11]=2[N:10]([CH3:25])[C:9]1=[O:26])#[N:2].Cl. (2) Given the product [CH3:30][C:31]([CH3:63])([CH2:36][CH2:37][C:38]1[S:39][C:40]([C:43]2[CH:48]=[CH:47][C:46]([NH:49][C:50](=[O:62])[C:51]3[CH:56]=[CH:55][C:54]([C:57]4[O:61][CH:60]=[N:59][CH:58]=4)=[CH:53][CH:52]=3)=[CH:45][CH:44]=2)=[CH:41][N:42]=1)[C:32]([OH:34])=[O:33], predict the reactants needed to synthesize it. The reactants are: C(C1C=CC(C(NC2C=CC(C3SC(CCC(O)=O)=NC=3)=CC=2)=O)=CC=1)(C)(C)C.[CH3:30][C:31]([CH3:63])([CH2:36][CH2:37][C:38]1[S:39][C:40]([C:43]2[CH:48]=[CH:47][C:46]([NH:49][C:50](=[O:62])[C:51]3[CH:56]=[CH:55][C:54]([C:57]4[O:61][CH:60]=[N:59][CH:58]=4)=[CH:53][CH:52]=3)=[CH:45][CH:44]=2)=[CH:41][N:42]=1)[C:32]([O:34]C)=[O:33]. (3) Given the product [CH3:25][N:26]1[CH2:27][CH2:28][N:29]([C:32]2[CH:37]=[CH:36][C:35]([NH:38][CH:3]=[C:4]3[C:13]4[C:8](=[CH:9][CH:10]=[C:11]([O:14][CH2:15][CH2:16][N:17]5[CH2:18][CH2:19][O:20][CH2:21][CH2:22]5)[CH:12]=4)[C:7](=[O:23])[NH:6][C:5]3=[O:24])=[CH:34][CH:33]=2)[CH2:30][CH2:31]1, predict the reactants needed to synthesize it. The reactants are: CO[CH:3]=[C:4]1[C:13]2[C:8](=[CH:9][CH:10]=[C:11]([O:14][CH2:15][CH2:16][N:17]3[CH2:22][CH2:21][O:20][CH2:19][CH2:18]3)[CH:12]=2)[C:7](=[O:23])[NH:6][C:5]1=[O:24].[CH3:25][N:26]1[CH2:31][CH2:30][N:29]([C:32]2[CH:37]=[CH:36][C:35]([NH2:38])=[CH:34][CH:33]=2)[CH2:28][CH2:27]1. (4) Given the product [CH3:24][N:25]([CH2:2][C:3]1[O:7][C:6]([C@H:8]2[CH2:13][CH2:12][C@H:11]([C:14]([O:16][CH3:17])=[O:15])[CH2:10][CH2:9]2)=[N:5][N:4]=1)[CH3:26], predict the reactants needed to synthesize it. The reactants are: Cl[CH2:2][C:3]1[O:7][C:6]([C@H:8]2[CH2:13][CH2:12][C@H:11]([C:14]([O:16][CH3:17])=[O:15])[CH2:10][CH2:9]2)=[N:5][N:4]=1.C(=O)([O-])[O-].[K+].[K+].[CH3:24][NH:25][CH3:26].